From a dataset of Forward reaction prediction with 1.9M reactions from USPTO patents (1976-2016). Predict the product of the given reaction. (1) Given the reactants O1[C:5]2([CH2:10][CH2:9][CH:8]([N:11]3[CH2:16][CH2:15][CH2:14][CH2:13][O:12]3)[CH2:7][CH2:6]2)[O:4]CC1.Cl, predict the reaction product. The product is: [O:12]1[CH2:13][CH2:14][CH2:15][CH2:16][N:11]1[CH:8]1[CH2:7][CH2:6][C:5](=[O:4])[CH2:10][CH2:9]1. (2) Given the reactants [NH2:1][C:2]1[N:7]=[C:6]([Cl:8])[CH:5]=[C:4](Cl)[N:3]=1.[F:10][C:11]([F:32])([F:31])[CH:12]([C:14]1[CH:19]=[CH:18][CH:17]=[CH:16][C:15]=1[N:20]1[CH:24]=[CH:23][C:22]([C:25]2[CH:30]=[CH:29][CH:28]=[CH:27][CH:26]=2)=[N:21]1)[OH:13].[H-].[Na+], predict the reaction product. The product is: [Cl:8][C:6]1[CH:5]=[C:4]([O:13][CH:12]([C:14]2[CH:19]=[CH:18][CH:17]=[CH:16][C:15]=2[N:20]2[CH:24]=[CH:23][C:22]([C:25]3[CH:30]=[CH:29][CH:28]=[CH:27][CH:26]=3)=[N:21]2)[C:11]([F:10])([F:32])[F:31])[N:3]=[C:2]([NH2:1])[N:7]=1. (3) Given the reactants [CH3:1][O:2][CH2:3][C:4]1[CH:5]=[CH:6][C:7]([NH2:11])=[N:8][C:9]=1[CH3:10].[F:12][C:13]([F:25])([F:24])[C:14]1[CH:15]=[C:16]([S:20](Cl)(=[O:22])=[O:21])[CH:17]=[CH:18][CH:19]=1, predict the reaction product. The product is: [CH3:1][O:2][CH2:3][C:4]1[CH:5]=[CH:6][C:7]([NH:11][S:20]([C:16]2[CH:17]=[CH:18][CH:19]=[C:14]([C:13]([F:12])([F:24])[F:25])[CH:15]=2)(=[O:22])=[O:21])=[N:8][C:9]=1[CH3:10]. (4) Given the reactants [NH:1]1[CH2:5][CH2:4][CH2:3][CH2:2]1.Br[CH:7]([CH2:17][CH2:18][CH3:19])[C:8]([C:10]1[CH:15]=[CH:14][C:13]([OH:16])=[CH:12][CH:11]=1)=[O:9].C(=O)([O-])[O-].[K+].[K+], predict the reaction product. The product is: [OH:16][C:13]1[CH:12]=[CH:11][C:10]([C:8](=[O:9])[CH:7]([N:1]2[CH2:5][CH2:4][CH2:3][CH2:2]2)[CH2:17][CH2:18][CH3:19])=[CH:15][CH:14]=1. (5) The product is: [S:3]1[CH:4]=[CH:5][N:6]=[C:2]1[C:12]1[S:16][CH:15]=[N:14][CH:13]=1. Given the reactants Br[C:2]1[S:3][CH:4]=[CH:5][N:6]=1.C([Sn](CCCC)(CCCC)[C:12]1[S:16][CH:15]=[N:14][CH:13]=1)CCC, predict the reaction product. (6) Given the reactants Cl.C(OCC)(=O)C.C(OCC)(=O)C.C(OC(=O)[NH:20][C@@H:21]([CH2:36][O:37]CC1C=CC=CC=1)[CH2:22][O:23][CH2:24][C:25](=O)[C:26]1[CH:31]=[C:30]([F:32])[C:29]([F:33])=[C:28]([F:34])[CH:27]=1)(C)(C)C, predict the reaction product. The product is: [F:34][C:28]1[CH:27]=[C:26]([C@H:25]2[NH:20][C@@H:21]([CH2:36][OH:37])[CH2:22][O:23][CH2:24]2)[CH:31]=[C:30]([F:32])[C:29]=1[F:33].